This data is from Reaction yield outcomes from USPTO patents with 853,638 reactions. The task is: Predict the reaction yield, written as a fraction of the theoretical maximum amount of product (1.0 means a 100% yield; for example, 0.34 means a 34% yield). (1) The reactants are [CH3:1][CH2:2][C@@H:3]([C@H:5]([N:36]([C:38]([C@@H:40]([NH:44][C:45]([C@@H:47]([N:51]([CH3:53])[CH3:52])[CH:48]([CH3:50])[CH3:49])=[O:46])[CH:41]([CH3:43])[CH3:42])=[O:39])[CH3:37])[C@H:6]([O:34][CH3:35])[CH2:7][C:8]([N:10]1[C@H:14]([C@H:15]([O:32][CH3:33])[C@H:16]([C:18]([NH:20][C@H:21]([C:29]([OH:31])=[O:30])[CH2:22][C:23]2[CH:28]=[CH:27][CH:26]=[CH:25][CH:24]=2)=[O:19])[CH3:17])[CH2:13][CH2:12][CH2:11]1)=[O:9])[CH3:4].C([NH:61][C@H:62]([C:64]([OH:66])=[O:65])[CH3:63])(OC(C)(C)C)=O.[OH:67][CH2:68][CH2:69][CH2:70][NH-:71].FC(F)(F)C(O)=O. The catalyst is ClCCl. The product is [CH3:1][CH2:2][C@@H:3]([C@H:5]([N:36]([C:38]([C@@H:40]([NH:44][C:45]([C@@H:47]([N:51]([CH3:53])[CH3:52])[CH:48]([CH3:50])[CH3:49])=[O:46])[CH:41]([CH3:43])[CH3:42])=[O:39])[CH3:37])[C@H:6]([O:34][CH3:35])[CH2:7][C:8]([N:10]1[C@H:14]([C@H:15]([O:32][CH3:33])[C@H:16]([C:18]([NH:20][C@H:21]([C:29]([OH:31])=[O:30])[CH2:22][C:23]2[CH:28]=[CH:27][CH:26]=[CH:25][CH:24]=2)=[O:19])[CH3:17])[CH2:13][CH2:12][CH2:11]1)=[O:9])[CH3:4].[OH:67][CH2:68][CH2:69][CH2:70][NH-:71].[NH2:61][C@H:62]([C:64]([OH:66])=[O:65])[CH3:63]. The yield is 0.850. (2) The reactants are [NH:1]1[C:9]2[C:4](=[CH:5][C:6]([C:10]([OH:12])=O)=[CH:7][CH:8]=2)[CH:3]=[CH:2]1.[NH:13]1[CH2:18][CH2:17][CH2:16][C@@H:15]2[C:19]3[CH:20]=[CH:21][CH:22]=[CH:23][C:24]=3[CH2:25][C@H:14]12.F[P-](F)(F)(F)(F)F.N1(OC(N(C)C)=[N+](C)C)C2N=CC=CC=2N=N1. No catalyst specified. The product is [N:13]1([C:10]([C:6]2[CH:5]=[C:4]3[C:9](=[CH:8][CH:7]=2)[NH:1][CH:2]=[CH:3]3)=[O:12])[CH2:18][CH2:17][CH2:16][C@@H:15]2[C:19]3[CH:20]=[CH:21][CH:22]=[CH:23][C:24]=3[CH2:25][C@H:14]12. The yield is 0.430. (3) The reactants are [F:1][C:2]1[CH:7]=[CH:6][C:5](/[CH:8]=[CH:9]/[C:10](O)=[O:11])=[CH:4][C:3]=1[O:13][CH3:14].C(N(CC)CC)C.C1C=CC(P([N:36]=[N+:37]=[N-:38])(C2C=CC=CC=2)=O)=CC=1. The catalyst is C1C=CC=CC=1. The product is [F:1][C:2]1[CH:7]=[CH:6][C:5](/[CH:8]=[CH:9]/[C:10]([N:36]=[N+:37]=[N-:38])=[O:11])=[CH:4][C:3]=1[O:13][CH3:14]. The yield is 0.710.